From a dataset of Forward reaction prediction with 1.9M reactions from USPTO patents (1976-2016). Predict the product of the given reaction. (1) Given the reactants C1(C)C=CC(S(O)(=O)=O)=CC=1.[CH2:12]([O:19][C:20](=[O:24])[CH2:21][NH:22][CH3:23])[C:13]1[CH:18]=[CH:17][CH:16]=[CH:15][CH:14]=1.[C:25]([O:29][C:30]([NH:32][CH2:33][CH2:34]Br)=[O:31])([CH3:28])([CH3:27])[CH3:26].C(N(C(C)C)CC)(C)C, predict the reaction product. The product is: [CH2:12]([O:19][C:20](=[O:24])[CH2:21][N:22]([CH2:34][CH2:33][NH:32][C:30]([O:29][C:25]([CH3:28])([CH3:27])[CH3:26])=[O:31])[CH3:23])[C:13]1[CH:18]=[CH:17][CH:16]=[CH:15][CH:14]=1. (2) Given the reactants C[O:2][C:3]([CH:5]1[CH:9]([O:10][Si:11]([C:14]([CH3:17])([CH3:16])[CH3:15])([CH3:13])[CH3:12])[CH2:8][CH2:7][N:6]1[C:18]([O:20][C:21]([CH3:24])([CH3:23])[CH3:22])=[O:19])=O.[Li+].[BH4-], predict the reaction product. The product is: [C:21]([O:20][C:18]([N:6]1[CH2:7][CH2:8][CH:9]([O:10][Si:11]([C:14]([CH3:17])([CH3:16])[CH3:15])([CH3:13])[CH3:12])[CH:5]1[CH2:3][OH:2])=[O:19])([CH3:24])([CH3:23])[CH3:22]. (3) Given the reactants [CH2:1]([NH2:4])[C:2]#[CH:3].C(N(CC)CC)C.[CH:12]1([C:17](Cl)=[O:18])[CH2:16][CH2:15][CH2:14][CH2:13]1, predict the reaction product. The product is: [CH2:1]([NH:4][C:17]([CH:12]1[CH2:16][CH2:15][CH2:14][CH2:13]1)=[O:18])[C:2]#[CH:3]. (4) Given the reactants [C:1]([O:9][CH2:10][CH3:11])(=[O:8])[CH2:2][C:3]([O:5][CH2:6][CH3:7])=[O:4].[H-].[Na+].Br[CH2:15][C:16]#[C:17][CH3:18].Cl, predict the reaction product. The product is: [CH2:15]([CH:2]([C:3]([O:5][CH2:6][CH3:7])=[O:4])[C:1]([O:9][CH2:10][CH3:11])=[O:8])[C:16]#[C:17][CH3:18]. (5) The product is: [Cl:29][C:30]1[CH:35]=[C:34]([O:22][C:20]2[CH:19]=[CH:18][C:16]3[N:17]=[C:13]([NH:12][C@H:8]4[CH2:9][CH2:10][CH2:11][N:6]([S:3]([CH2:1][CH3:2])(=[O:4])=[O:5])[CH2:7]4)[S:14][C:15]=3[CH:21]=2)[CH:33]=[CH:32][N:31]=1. Given the reactants [CH2:1]([S:3]([N:6]1[CH2:11][CH2:10][CH2:9][C@H:8]([NH:12][C:13]2[S:14][C:15]3[CH:21]=[C:20]([OH:22])[CH:19]=[CH:18][C:16]=3[N:17]=2)[CH2:7]1)(=[O:5])=[O:4])[CH3:2].C(=O)([O-])[O-].[Cs+].[Cs+].[Cl:29][C:30]1[CH:35]=[C:34](F)[CH:33]=[CH:32][N:31]=1, predict the reaction product. (6) Given the reactants Cl.[Br:2][C:3]1[CH:8]=[CH:7][C:6]([C:9](=[NH:11])[NH2:10])=[CH:5][CH:4]=1.C(N(CC)CC)C.[Cl:19][C:20]([SH:23])(Cl)Cl, predict the reaction product. The product is: [Br:2][C:3]1[CH:8]=[CH:7][C:6]([C:9]2[N:10]=[C:20]([Cl:19])[S:23][N:11]=2)=[CH:5][CH:4]=1.